This data is from Full USPTO retrosynthesis dataset with 1.9M reactions from patents (1976-2016). The task is: Predict the reactants needed to synthesize the given product. (1) Given the product [NH:18]1[CH:19]=[N:20][C:16]([C:12]2[CH:11]=[C:10]3[C:15](=[CH:14][CH:13]=2)[NH:7][N:8]=[C:9]3[C:40]2[CH:41]=[C:42]([NH:46][C:52]([C:51]3[CH:55]=[CH:56][C:48]([CH3:47])=[CH:49][CH:50]=3)=[O:53])[CH:43]=[CH:44][CH:45]=2)=[N:17]1, predict the reactants needed to synthesize it. The reactants are: O1CCCCC1[N:7]1[C:15]2[C:10](=[CH:11][C:12]([C:16]3[N:20]=[CH:19][N:18](C(C4C=CC=CC=4)(C4C=CC=CC=4)C4C=CC=CC=4)[N:17]=3)=[CH:13][CH:14]=2)[C:9]([C:40]2[CH:41]=[C:42]([NH2:46])[CH:43]=[CH:44][CH:45]=2)=[N:8]1.[CH3:47][C:48]1[CH:56]=[CH:55][C:51]([C:52](Cl)=[O:53])=[CH:50][CH:49]=1.O. (2) The reactants are: [CH2:1]([Mg]Cl)[C:2]1[CH:7]=[CH:6][CH:5]=[CH:4][CH:3]=1.[C:10]1(=[O:16])[CH2:15][CH2:14][CH2:13][CH:12]=[CH:11]1.[NH4+].[Cl-]. Given the product [CH2:1]([CH:12]1[CH2:13][CH2:14][CH2:15][C:10](=[O:16])[CH2:11]1)[C:2]1[CH:7]=[CH:6][CH:5]=[CH:4][CH:3]=1, predict the reactants needed to synthesize it.